This data is from Catalyst prediction with 721,799 reactions and 888 catalyst types from USPTO. The task is: Predict which catalyst facilitates the given reaction. (1) Reactant: [CH2:1]([O:3][C:4]([C:6]1([C:9]2[CH:14]=[CH:13][C:12]([C:15]3[CH:20]=[CH:19][C:18]([C:21](=[O:23])C)=[CH:17][CH:16]=3)=[CH:11][CH:10]=2)[CH2:8][CH2:7]1)=[O:5])[CH3:2].BrBr.[OH-].[Na+].Cl.S(S([O-])=O)([O-])(=O)=[O:30].[Na+].[Na+]. Product: [CH2:1]([O:3][C:4]([C:6]1([C:9]2[CH:14]=[CH:13][C:12]([C:15]3[CH:20]=[CH:19][C:18]([C:21]([OH:23])=[O:30])=[CH:17][CH:16]=3)=[CH:11][CH:10]=2)[CH2:8][CH2:7]1)=[O:5])[CH3:2]. The catalyst class is: 38. (2) Reactant: C(OC([N:8]1[CH2:13][CH2:12][C:11]([CH2:35][C:36]2[CH:41]=[CH:40][CH:39]=[CH:38][CH:37]=2)([NH:14][C:15]([C:17]2[C:18]([NH:25][CH2:26][CH:27]3[CH2:34][CH2:33][C:30]4([CH2:32][CH2:31]4)[CH2:29][CH2:28]3)=[N:19][C:20]([C:23]#[N:24])=[N:21][CH:22]=2)=[O:16])[CH2:10][CH2:9]1)=O)(C)(C)C.C(O)(C(F)(F)F)=O.C([O-])([O-])=O.[K+].[K+].[CH:55](I)([CH3:57])[CH3:56]. Product: [CH2:35]([C:11]1([NH:14][C:15]([C:17]2[C:18]([NH:25][CH2:26][CH:27]3[CH2:34][CH2:33][C:30]4([CH2:31][CH2:32]4)[CH2:29][CH2:28]3)=[N:19][C:20]([C:23]#[N:24])=[N:21][CH:22]=2)=[O:16])[CH2:12][CH2:13][N:8]([CH:55]([CH3:57])[CH3:56])[CH2:9][CH2:10]1)[C:36]1[CH:37]=[CH:38][CH:39]=[CH:40][CH:41]=1. The catalyst class is: 91. (3) The catalyst class is: 3. Reactant: [Cl:1][C:2]1[CH:7]=[CH:6][C:5]([C:8]2[CH:13]=[CH:12][N:11]3[C:14](=[O:17])[NH:15][N:16]=[C:10]3[C:9]=2[C:18]2[CH:23]=[CH:22][N:21]=[CH:20][CH:19]=2)=[CH:4][CH:3]=1.Cl[CH2:25][C:26]1[C:27]([O:36][CH3:37])=[N:28][C:29]([C:32]([F:35])([F:34])[F:33])=[CH:30][CH:31]=1.C([O-])([O-])=O.[K+].[K+]. Product: [Cl:1][C:2]1[CH:7]=[CH:6][C:5]([C:8]2[CH:13]=[CH:12][N:11]3[C:14](=[O:17])[N:15]([CH2:25][C:26]4[C:27]([O:36][CH3:37])=[N:28][C:29]([C:32]([F:35])([F:33])[F:34])=[CH:30][CH:31]=4)[N:16]=[C:10]3[C:9]=2[C:18]2[CH:19]=[CH:20][N:21]=[CH:22][CH:23]=2)=[CH:4][CH:3]=1. (4) Reactant: [CH3:1][NH:2][CH2:3][CH2:4][OH:5].[N:6]([C:9]1[CH:18]=[CH:17][C:12]([C:13]([O:15][CH3:16])=[O:14])=[CH:11][CH:10]=1)=[C:7]=[O:8]. Product: [OH:5][CH2:4][CH2:3][N:2]([CH3:1])[C:7](=[O:8])[NH:6][C:9]1[CH:18]=[CH:17][C:12]([C:13]([O:15][CH3:16])=[O:14])=[CH:11][CH:10]=1. The catalyst class is: 2. (5) Reactant: [Si]([O:8][C@H:9]1[CH2:26][CH2:25][C@@:24]2([CH3:27])[CH:11]([C:12](=[O:29])[CH2:13][C@@H:14]3[C@@H:23]2[CH2:22][CH2:21][C@@:19]2([CH3:20])[C@H:15]3[CH2:16][CH2:17][C:18]2=[O:28])[CH2:10]1)(C(C)(C)C)(C)C. Product: [OH:8][C@H:9]1[CH2:26][CH2:25][C@@:24]2([CH3:27])[CH:11]([C:12](=[O:29])[CH2:13][C@@H:14]3[C@@H:23]2[CH2:22][CH2:21][C@@:19]2([CH3:20])[C@H:15]3[CH2:16][CH2:17][C:18]2=[O:28])[CH2:10]1. The catalyst class is: 811. (6) Reactant: CC(C)[O-].[Al+3:5].CC(C)[O-].CC(C)[O-].[C:14]([OH:33])(=[O:32])[CH2:15][CH2:16][CH2:17][CH2:18][CH2:19][CH2:20][CH2:21]/[CH:22]=[CH:23]\[CH2:24]/[CH:25]=[CH:26]\[CH2:27][CH2:28][CH2:29][CH2:30][CH3:31]. Product: [C:14]([O-:33])(=[O:32])[CH2:15][CH2:16][CH2:17][CH2:18][CH2:19][CH2:20][CH2:21]/[CH:22]=[CH:23]\[CH2:24]/[CH:25]=[CH:26]\[CH2:27][CH2:28][CH2:29][CH2:30][CH3:31].[C:14]([O-:33])(=[O:32])[CH2:15][CH2:16][CH2:17][CH2:18][CH2:19][CH2:20][CH2:21]/[CH:22]=[CH:23]\[CH2:24]/[CH:25]=[CH:26]\[CH2:27][CH2:28][CH2:29][CH2:30][CH3:31].[C:14]([O-:33])(=[O:32])[CH2:15][CH2:16][CH2:17][CH2:18][CH2:19][CH2:20][CH2:21]/[CH:22]=[CH:23]\[CH2:24]/[CH:25]=[CH:26]\[CH2:27][CH2:28][CH2:29][CH2:30][CH3:31].[Al+3:5]. The catalyst class is: 11. (7) Reactant: [CH3:1][O:2][C:3]1[CH:8]=[CH:7][C:6]([CH3:9])=[CH:5][C:4]=1[NH:10][C:11](=[O:28])[NH:12][C:13]1[CH:18]=[CH:17][C:16]([C@H:19]2[CH2:24][CH2:23][C@H:22]([C:25]([OH:27])=O)[CH2:21][CH2:20]2)=[CH:15][CH:14]=1.Cl.[CH3:30]N(C)CCCN=C=NCC.ON1C2C=CC=CC=2N=N1.C(N(CC)CC)C.[CH3:58][O:59][C:60](=[O:65])[C:61]([NH2:64])([CH3:63])[CH3:62]. Product: [CH3:58][O:59][C:60](=[O:65])[C:61]([NH:64][C:25]([C@H:22]1[CH2:23][CH2:24][C@H:19]([C:16]2[CH:15]=[CH:14][C:13]([NH:12][C:11]([NH:10][C:4]3[CH:5]=[C:6]([CH2:9][CH3:30])[CH:7]=[CH:8][C:3]=3[O:2][CH3:1])=[O:28])=[CH:18][CH:17]=2)[CH2:20][CH2:21]1)=[O:27])([CH3:63])[CH3:62]. The catalyst class is: 39.